Dataset: Catalyst prediction with 721,799 reactions and 888 catalyst types from USPTO. Task: Predict which catalyst facilitates the given reaction. Product: [Cl:1][C:2]1[CH:32]=[CH:31][C:5]([O:6][C:7]2[CH:30]=[CH:29][C:10]([CH2:11][CH2:12][C:13]3[N:14]([CH3:37])[CH:15]=[C:16]([CH2:20][C:21]4[CH:26]=[N:25][C:24]([O:27][CH3:28])=[N:23][CH:22]=4)[C:17](=[O:19])[N:18]=3)=[CH:9][CH:8]=2)=[CH:4][C:3]=1[C:33]([F:34])([F:35])[F:36]. Reactant: [Cl:1][C:2]1[CH:32]=[CH:31][C:5]([O:6][C:7]2[CH:30]=[CH:29][C:10]([CH2:11][CH2:12][C:13]3[NH:14][CH:15]=[C:16]([CH2:20][C:21]4[CH:22]=[N:23][C:24]([O:27][CH3:28])=[N:25][CH:26]=4)[C:17](=[O:19])[N:18]=3)=[CH:9][CH:8]=2)=[CH:4][C:3]=1[C:33]([F:36])([F:35])[F:34].[CH3:37]CN(C(C)C)C(C)C.CI. The catalyst class is: 68.